From a dataset of Experimentally validated miRNA-target interactions with 360,000+ pairs, plus equal number of negative samples. Binary Classification. Given a miRNA mature sequence and a target amino acid sequence, predict their likelihood of interaction. The miRNA is hsa-miR-215-3p with sequence UCUGUCAUUUCUUUAGGCCAAUA. The protein sequence of the target gene is MGTTSDEMVPVEQASSTSSLDPLCFECGQQHWARENHLYNYQGEVDDDLVCHICLQPLLQPLDTPCGHTFCHKCLRNFLQEKDFCPLDRKRLHFKLCKKSSILVHKLLDKLLVLCPFSPVCQDVMQRCDLEAHLKNRCPGASHRRVDLERRKTSQTQTQIEGETGSTVIDPPGTLPPETDCSGTVPGERNLTPASLPVWTEEPGLDNPAFEESAAADSVQQPLSLPEGEITTIEIHRSNPYIQLGISIVGGNETPLINIVIQEVYRDGVIARDGRLLAGDQILQVNNYDISNVSHNHARA.... Result: 0 (no interaction).